The task is: Regression/Classification. Given a drug SMILES string, predict its absorption, distribution, metabolism, or excretion properties. Task type varies by dataset: regression for continuous measurements (e.g., permeability, clearance, half-life) or binary classification for categorical outcomes (e.g., BBB penetration, CYP inhibition). Dataset: cyp3a4_substrate_carbonmangels.. This data is from CYP3A4 substrate classification data from Carbon-Mangels et al.. The molecule is C[C@H]1COc2c(N3CCN(C)CC3)c(F)cc3c(=O)c(C(=O)O)cn1c23. The result is 0 (non-substrate).